Predict the reaction yield, written as a fraction of the theoretical maximum amount of product (1.0 means a 100% yield; for example, 0.34 means a 34% yield). From a dataset of Reaction yield outcomes from USPTO patents with 853,638 reactions. (1) The reactants are [C:1]([NH:4][C@H:5]1[C@H:14]([C@@H:15]([C@@H:17]([CH2:19][OH:20])[OH:18])[OH:16])[O:13][C:8]([OH:12])([C:9](=[O:11])[OH:10])[CH2:7][C@@H:6]1[OH:21])(=[O:3])[CH3:2].C([O-])(O)=O.[Na+:26]. The catalyst is O. The product is [Na+:26].[C:1]([NH:4][C@H:5]1[C@H:14]([C@@H:15]([C@@H:17]([CH2:19][OH:20])[OH:18])[OH:16])[O:13][C:8]([OH:12])([C:9](=[O:10])[O-:11])[CH2:7][C@@H:6]1[OH:21])(=[O:3])[CH3:2]. The yield is 0.980. (2) The reactants are [C:1]([C:4]1[CH:5]=[C:6](B(O)O)[CH:7]=[N:8][CH:9]=1)#[C:2][CH3:3].C(=O)([O-])[O-].[Cs+].[Cs+].Br[C:20]1[CH:21]=[CH:22][C:23]2[O:34][C:33]3([CH2:39][CH2:38][CH:37]([O:40][CH3:41])[CH2:36][CH2:35]3)[C:26]3([N:30]=[C:29]([NH2:31])[C:28]([CH3:32])=[N:27]3)[C:24]=2[CH:25]=1.CCO. The catalyst is COCCOC.Cl[Pd]Cl.C1(P(C2C=CC=CC=2)[C-]2C=CC=C2)C=CC=CC=1.[C-]1(P(C2C=CC=CC=2)C2C=CC=CC=2)C=CC=C1.[Fe+2].O. The product is [CH3:41][O:40][CH:37]1[CH2:38][CH2:39][C:33]2([C:26]3([N:30]=[C:29]([NH2:31])[C:28]([CH3:32])=[N:27]3)[C:24]3[CH:25]=[C:20]([C:6]4[CH:7]=[N:8][CH:9]=[C:4]([C:1]#[C:2][CH3:3])[CH:5]=4)[CH:21]=[CH:22][C:23]=3[O:34]2)[CH2:35][CH2:36]1. The yield is 0.420. (3) The reactants are [Br:1][CH2:2][CH2:3][CH2:4][C:5]([O:7][CH:8]([CH3:10])[CH3:9])=[O:6].[C:11]1([P:17]([C:24]2[CH:29]=[CH:28][CH:27]=[CH:26][CH:25]=2)[C:18]2[CH:23]=[CH:22][CH:21]=[CH:20][CH:19]=2)[CH:16]=[CH:15][CH:14]=[CH:13][CH:12]=1. The yield is 0.570. The product is [Br-:1].[CH:8]([O:7][C:5]([CH2:4][CH2:3][CH2:2][P+:17]([C:18]1[CH:19]=[CH:20][CH:21]=[CH:22][CH:23]=1)([C:24]1[CH:29]=[CH:28][CH:27]=[CH:26][CH:25]=1)[C:11]1[CH:12]=[CH:13][CH:14]=[CH:15][CH:16]=1)=[O:6])([CH3:10])[CH3:9]. The catalyst is C1(C)C=CC=CC=1. (4) The reactants are Br[C:2]1[CH:11]=[C:10]2[C:5]([C:6]([Cl:15])=[C:7]([C:12]([NH2:14])=[O:13])[CH:8]=[N:9]2)=[CH:4][CH:3]=1.[CH3:16][O:17][C:18]1[N:23]=[C:22]([O:24][CH3:25])[C:21](B(O)O)=[CH:20][N:19]=1.C(=O)([O-])[O-].[K+].[K+]. The catalyst is O1CCOCC1.O.C1C=CC([P]([Pd]([P](C2C=CC=CC=2)(C2C=CC=CC=2)C2C=CC=CC=2)([P](C2C=CC=CC=2)(C2C=CC=CC=2)C2C=CC=CC=2)[P](C2C=CC=CC=2)(C2C=CC=CC=2)C2C=CC=CC=2)(C2C=CC=CC=2)C2C=CC=CC=2)=CC=1. The product is [CH3:16][O:17][C:18]1[N:23]=[C:22]([O:24][CH3:25])[C:21]([C:2]2[CH:11]=[C:10]3[C:5]([C:6]([Cl:15])=[C:7]([C:12]([NH2:14])=[O:13])[CH:8]=[N:9]3)=[CH:4][CH:3]=2)=[CH:20][N:19]=1. The yield is 0.850. (5) The reactants are Cl[CH2:2][C:3]1[C:4]([NH:13][CH2:14][CH3:15])=[CH:5][C:6]([N:9]([O:11][CH3:12])[CH3:10])=[N:7][CH:8]=1.[F:16][C:17]1[CH:22]=[CH:21][C:20]([NH2:23])=[CH:19][C:18]=1[N+:24]([O-:26])=[O:25]. The catalyst is N1C=CC=CC=1. The product is [CH2:14]([NH:13][C:4]1[C:3]([CH2:2][NH:23][C:20]2[CH:21]=[CH:22][C:17]([F:16])=[C:18]([N+:24]([O-:26])=[O:25])[CH:19]=2)=[CH:8][N:7]=[C:6]([N:9]([O:11][CH3:12])[CH3:10])[CH:5]=1)[CH3:15]. The yield is 0.850.